This data is from Catalyst prediction with 721,799 reactions and 888 catalyst types from USPTO. The task is: Predict which catalyst facilitates the given reaction. (1) Reactant: Cl.[NH2:2][C:3]1[CH:8]=[CH:7][C:6]([O:9][CH3:10])=[CH:5][C:4]=1[OH:11].Cl[C:13]1[C:18]([N+:19]([O-:21])=[O:20])=[CH:17][CH:16]=[CH:15][C:14]=1[N+:22]([O-:24])=[O:23].C([O-])(=O)C.[Na+]. Product: [N+:19]([C:18]1[CH:17]=[CH:16][CH:15]=[C:14]([N+:22]([O-:24])=[O:23])[C:13]=1[NH:2][C:3]1[CH:8]=[CH:7][C:6]([O:9][CH3:10])=[CH:5][C:4]=1[OH:11])([O-:21])=[O:20]. The catalyst class is: 40. (2) Reactant: [CH2:1]([O:8][C:9](=[O:16])[NH:10][C:11]1([C:14]#[N:15])[CH2:13][CH2:12]1)[C:2]1[CH:7]=[CH:6][CH:5]=[CH:4][CH:3]=1.Cl.[NH2:18][OH:19].C([O-])([O-])=O.[K+].[K+]. Product: [CH2:1]([O:8][C:9](=[O:16])[NH:10][C:11]1([C:14](=[NH:15])[NH:18][OH:19])[CH2:13][CH2:12]1)[C:2]1[CH:3]=[CH:4][CH:5]=[CH:6][CH:7]=1. The catalyst class is: 14. (3) Reactant: [NH2:1][C:2]([C:4]1[O:5][C:6]2[CH:36]=[CH:35][C:34]([Cl:37])=[CH:33][C:7]=2[C:8]=1[NH:9][C:10](=O)[C:11]([NH:14]C(=O)OCC1C2C=CC=CC=2C2C1=CC=CC=2)([CH3:13])[CH3:12])=[O:3].[OH-].[Na+]. Product: [NH2:14][C:11]([C:10]1[NH:1][C:2](=[O:3])[C:4]2[O:5][C:6]3[CH:36]=[CH:35][C:34]([Cl:37])=[CH:33][C:7]=3[C:8]=2[N:9]=1)([CH3:13])[CH3:12]. The catalyst class is: 40. (4) Reactant: [H-].[Na+].[CH3:3][O:4][C:5]1[CH:14]=[CH:13][CH:12]=[C:11]2[C:6]=1[C:7](=[O:15])[NH:8][CH:9]=[N:10]2.[C:16]([O:22][CH2:23]Cl)(=[O:21])[C:17]([CH3:20])([CH3:19])[CH3:18]. The catalyst class is: 3. Product: [C:16]([O:22][CH2:23][N:8]1[C:7](=[O:15])[C:6]2[C:11](=[CH:12][CH:13]=[CH:14][C:5]=2[O:4][CH3:3])[N:10]=[CH:9]1)(=[O:21])[C:17]([CH3:20])([CH3:19])[CH3:18].